Task: Binary Classification. Given a drug SMILES string, predict its activity (active/inactive) in a high-throughput screening assay against a specified biological target.. Dataset: HIV replication inhibition screening data with 41,000+ compounds from the AIDS Antiviral Screen (1) The drug is CC1=C(C(=O)Nc2ccccc2)C(c2ccc(C(C)C)cc2)C(C(=O)Nc2ccccc2)=C(C)N1. The result is 0 (inactive). (2) The compound is CCCCCCOc1ccc(C(=O)NO)cc1. The result is 0 (inactive). (3) The drug is Cc1ccc(O)c(OC2OC(C(=O)O)C(O)C(O)C2O)c1. The result is 0 (inactive). (4) The molecule is O=C(O)CP(=S)(S)c1ccccc1.[NaH]. The result is 0 (inactive). (5) The compound is CC(=O)N1CN2C(=O)CCC2c2cc(C)ccc21. The result is 0 (inactive). (6) The compound is COc1cc2c(cc1O)Cc1c-2[n+](C)cc2cc(OC)c(OC)cc12. The result is 0 (inactive).